Predict which catalyst facilitates the given reaction. From a dataset of Catalyst prediction with 721,799 reactions and 888 catalyst types from USPTO. Reactant: C1O[C:4]2([CH:11]3[CH2:12][C:7]4([S:14]([NH2:17])(=[O:16])=[O:15])[CH2:8][CH:9]([CH2:13][CH:5]2[CH2:6]4)[CH2:10]3)[O:3]C1.Cl. Product: [NH2:17][S:14]([C:7]12[CH2:12][CH:11]3[CH2:10][CH:9]([CH2:13][CH:5]([C:4]3=[O:3])[CH2:6]1)[CH2:8]2)(=[O:15])=[O:16]. The catalyst class is: 1.